This data is from Retrosynthesis with 50K atom-mapped reactions and 10 reaction types from USPTO. The task is: Predict the reactants needed to synthesize the given product. (1) The reactants are: CCOC(=O)CN1CCC(=C2c3ccc(C#N)cc3CCc3cccnc32)CC1.NCCN. Given the product N#Cc1ccc2c(c1)CCc1cccnc1C2=C1CCN(CC(=O)NCCN)CC1, predict the reactants needed to synthesize it. (2) Given the product CCOC(=O)CCCCCCN(Cc1ccccc1)C(=O)c1cn2c3c(cccc13)CCC2, predict the reactants needed to synthesize it. The reactants are: CCOC(=O)CCCCCCNCc1ccccc1.O=C(O)c1cn2c3c(cccc13)CCC2. (3) Given the product CC1(OC(=O)N2CCC([C@H]3C[C@H]3CCOc3ccc(CC(=O)O)c(F)c3)CC2)CC1, predict the reactants needed to synthesize it. The reactants are: COC(=O)Cc1ccc(OCC[C@@H]2C[C@@H]2C2CCN(C(=O)OC3(C)CC3)CC2)cc1F. (4) Given the product CNCc1cc(-c2ccc(F)cc2)n(S(=O)(=O)c2ccc(C(F)(F)F)cc2)c1, predict the reactants needed to synthesize it. The reactants are: C[NH3+].O=Cc1cc(-c2ccc(F)cc2)n(S(=O)(=O)c2ccc(C(F)(F)F)cc2)c1. (5) Given the product O=C(O)C(F)(F)F, predict the reactants needed to synthesize it. The reactants are: Cn1cncc1C(=O)Cl.O=C(C[C@@H]1CCNC1)Nc1ccc2cc1CCc1cncc(c1)Nc1ncc(Cl)c(n1)N2.